The task is: Predict the product of the given reaction.. This data is from Forward reaction prediction with 1.9M reactions from USPTO patents (1976-2016). The product is: [F:15][C:16]1[CH:21]=[C:20]([N+:22]([O-:24])=[O:23])[CH:19]=[CH:18][C:17]=1[O:25][C:2]1[N:7]=[CH:6][N:5]=[C:4]([NH:8][C:9]2[CH:14]=[CH:13][CH:12]=[CH:11][CH:10]=2)[CH:3]=1. Given the reactants Cl[C:2]1[N:7]=[CH:6][N:5]=[C:4]([NH:8][C:9]2[CH:14]=[CH:13][CH:12]=[CH:11][CH:10]=2)[CH:3]=1.[F:15][C:16]1[CH:21]=[C:20]([N+:22]([O-:24])=[O:23])[CH:19]=[CH:18][C:17]=1[OH:25].C(=O)(O)[O-].[Na+], predict the reaction product.